Dataset: Reaction yield outcomes from USPTO patents with 853,638 reactions. Task: Predict the reaction yield, written as a fraction of the theoretical maximum amount of product (1.0 means a 100% yield; for example, 0.34 means a 34% yield). (1) The reactants are Br[C:2]1[C:7]([N:8]([CH2:23][O:24][CH3:25])[S:9]([C:12]2[CH:17]=[CH:16][C:15]([Cl:18])=[C:14]([C:19]([F:22])([F:21])[F:20])[CH:13]=2)(=[O:11])=[O:10])=[CH:6][C:5]([CH3:26])=[CH:4][N:3]=1.C([Mg]Cl)(C)C.CN(C)[CH:34]=[O:35]. The catalyst is C1COCC1. The product is [Cl:18][C:15]1[CH:16]=[CH:17][C:12]([S:9]([N:8]([C:7]2[C:2]([CH:34]=[O:35])=[N:3][CH:4]=[C:5]([CH3:26])[CH:6]=2)[CH2:23][O:24][CH3:25])(=[O:11])=[O:10])=[CH:13][C:14]=1[C:19]([F:22])([F:21])[F:20]. The yield is 0.447. (2) The reactants are [CH3:1][C:2]1[C:12](=[O:13])[C:11]2[CH:10]=[CH:9][CH:8]=[CH:7][C:6]=2[C:4](=[O:5])[CH:3]=1.[C:14]([C:17]1[CH:22]=[CH:21][C:20]([CH2:23]C(O)=O)=[CH:19][CH:18]=1)([OH:16])=[O:15]. No catalyst specified. The product is [CH3:1][C:2]1[C:12](=[O:13])[CH:11]2[CH:6]([CH:7]=[CH:8][CH:9]=[CH:10]2)[C:4](=[O:5])[C:3]=1[CH2:23][C:20]1[CH:21]=[CH:22][C:17]([C:14]([OH:16])=[O:15])=[CH:18][CH:19]=1. The yield is 0.120.